Dataset: Forward reaction prediction with 1.9M reactions from USPTO patents (1976-2016). Task: Predict the product of the given reaction. (1) The product is: [CH3:19][C:20]1[CH:25]=[CH:24][C:23]([S:26]([O:10][CH2:9][C@H:6]2[CH2:5][CH2:4][C@H:3]3[CH2:8][C@@H:7]2[C:2]3([CH3:11])[CH3:1])(=[O:28])=[O:27])=[CH:22][CH:21]=1. Given the reactants [CH3:1][C:2]1([CH3:11])[C@H:7]2[CH2:8][C@@H:3]1[CH2:4][CH2:5][C@@H:6]2[CH2:9][OH:10].C(N(CC)CC)C.[CH3:19][C:20]1[CH:25]=[CH:24][C:23]([S:26](Cl)(=[O:28])=[O:27])=[CH:22][CH:21]=1, predict the reaction product. (2) The product is: [CH2:8]([O:15][C:16](=[O:50])[N:17]([CH2:24][C:25]1[CH:49]=[CH:48][C:28]2[N:29]([CH:42]3[CH2:47][CH2:46][CH2:45][N:44]([C:54](=[O:55])[C:53]([C:51]#[N:52])=[CH:57][CH:58]([CH3:60])[CH3:59])[CH2:43]3)[C:30]([NH:32][C:33](=[O:41])[C:34]3[CH:35]=[CH:36][C:37]([Cl:40])=[CH:38][CH:39]=3)=[N:31][C:27]=2[CH:26]=1)[C@H:18]([C:20]([CH3:22])([CH3:23])[CH3:21])[CH3:19])[C:9]1[CH:10]=[CH:11][CH:12]=[CH:13][CH:14]=1. Given the reactants OC(C(F)(F)F)=O.[CH2:8]([O:15][C:16](=[O:50])[N:17]([CH2:24][C:25]1[CH:49]=[CH:48][C:28]2[N:29]([CH:42]3[CH2:47][CH2:46][CH2:45][NH:44][CH2:43]3)[C:30]([NH:32][C:33](=[O:41])[C:34]3[CH:39]=[CH:38][C:37]([Cl:40])=[CH:36][CH:35]=3)=[N:31][C:27]=2[CH:26]=1)[C@H:18]([C:20]([CH3:23])([CH3:22])[CH3:21])[CH3:19])[C:9]1[CH:14]=[CH:13][CH:12]=[CH:11][CH:10]=1.[C:51]([C:53](=[CH:57][CH:58]([CH3:60])[CH3:59])[C:54](O)=[O:55])#[N:52].C1CN([P+](Br)(N2CCCC2)N2CCCC2)CC1.F[P-](F)(F)(F)(F)F, predict the reaction product.